Dataset: Full USPTO retrosynthesis dataset with 1.9M reactions from patents (1976-2016). Task: Predict the reactants needed to synthesize the given product. (1) The reactants are: [C:1]([S:5]([N:7]=[C:8]([C:28]1[O:29][C:30]2[CH:36]=[CH:35][C:34]([C:37]#[N:38])=[CH:33][C:31]=2[N:32]=1)[C:9]1[C:17]([O:18][CH3:19])=[CH:16][C:15]([CH3:20])=[C:14]2[C:10]=1[CH:11]=[CH:12][N:13]2[C:21]([O:23][C:24]([CH3:27])([CH3:26])[CH3:25])=[O:22])=[O:6])([CH3:4])([CH3:3])[CH3:2].[CH3:39][Mg]Cl. Given the product [C:37]([C:34]1[CH:35]=[CH:36][C:30]2[O:29][C:28]([C:8]([C:9]3[C:17]([O:18][CH3:19])=[CH:16][C:15]([CH3:20])=[C:14]4[C:10]=3[CH:11]=[CH:12][N:13]4[C:21]([O:23][C:24]([CH3:27])([CH3:26])[CH3:25])=[O:22])([NH:7][S:5]([C:1]([CH3:2])([CH3:3])[CH3:4])=[O:6])[CH3:39])=[N:32][C:31]=2[CH:33]=1)#[N:38], predict the reactants needed to synthesize it. (2) Given the product [CH3:14][C:12]([C:15]1[C:23]2[O:22][CH2:21][CH2:20][C:19]=2[CH:18]=[C:17]([S:24][CH3:25])[CH:16]=1)([CH3:13])[CH2:11][C:5]([C:7]([F:8])([F:9])[F:10])([OH:6])[CH2:4][OH:3], predict the reactants needed to synthesize it. The reactants are: CC1(C)[O:6][C:5]([CH2:11][C:12]([C:15]2[C:23]3[O:22][CH2:21][CH2:20][C:19]=3[CH:18]=[C:17]([S:24][CH3:25])[CH:16]=2)([CH3:14])[CH3:13])([C:7]([F:10])([F:9])[F:8])[CH2:4][O:3]1.C1(C)C=CC(S(O)(=O)=O)=CC=1. (3) Given the product [CH3:31][O:30][C:29]1[CH:28]=[CH:27][C:26]([C:17]([C:18]2[CH:19]=[CH:20][C:21]([O:22][CH3:23])=[CH:24][CH:25]=2)([C:34]2[CH:39]=[CH:38][CH:37]=[CH:36][CH:35]=2)[O:11][CH2:10][C@H:9]([CH2:8][N:6]2[CH:7]=[C:2]([CH3:1])[C:3](=[O:16])[NH:4][C:5]2=[O:15])[C@H:12]([OH:14])[CH3:13])=[CH:33][CH:32]=1, predict the reactants needed to synthesize it. The reactants are: [CH3:1][C:2]1[C:3](=[O:16])[NH:4][C:5](=[O:15])[N:6]([CH2:8][C@H:9]([C@H:12]([OH:14])[CH3:13])[CH2:10][OH:11])[CH:7]=1.[C:17](Cl)([C:34]1[CH:39]=[CH:38][CH:37]=[CH:36][CH:35]=1)([C:26]1[CH:33]=[CH:32][C:29]([O:30][CH3:31])=[CH:28][CH:27]=1)[C:18]1[CH:25]=[CH:24][C:21]([O:22][CH3:23])=[CH:20][CH:19]=1. (4) The reactants are: [Cl:1][C:2]1[CH:10]=[CH:9][CH:8]=[C:7]2[C:3]=1[C:4]([C:15]([OH:17])=O)=[CH:5][N:6]2[CH:11]1[CH2:14][O:13][CH2:12]1.Cl.[CH:19]1([C:25]2([NH2:28])[CH2:27][CH2:26]2)[CH2:24][CH2:23][CH2:22][CH2:21][CH2:20]1. Given the product [CH:19]1([C:25]2([NH:28][C:15]([C:4]3[C:3]4[C:7](=[CH:8][CH:9]=[CH:10][C:2]=4[Cl:1])[N:6]([CH:11]4[CH2:12][O:13][CH2:14]4)[CH:5]=3)=[O:17])[CH2:27][CH2:26]2)[CH2:24][CH2:23][CH2:22][CH2:21][CH2:20]1, predict the reactants needed to synthesize it. (5) The reactants are: [C:1]([C:4]1[CH:9]=[N:8][N:7]([CH2:10][C:11]2[CH:16]=[CH:15][CH:14]=[CH:13][CH:12]=2)[C:6](=[O:17])[CH:5]=1)(=[O:3])[CH3:2].[BH4-].[Na+]. Given the product [CH2:10]([N:7]1[C:6](=[O:17])[CH:5]=[C:4]([CH:1]([OH:3])[CH3:2])[CH:9]=[N:8]1)[C:11]1[CH:16]=[CH:15][CH:14]=[CH:13][CH:12]=1, predict the reactants needed to synthesize it. (6) Given the product [CH2:24]([N:15]1[C:16]2[C:21](=[CH:20][CH:19]=[CH:18][CH:17]=2)[C:22]([OH:23])=[C:13]([C:11]2[NH:10][C:9]3[CH:8]=[C:7]([Cl:32])[S:6][C:5]=3[S:2](=[O:4])(=[O:3])[N:1]=2)[C:14]1=[O:31])[C:25]1[CH:30]=[CH:29][CH:28]=[CH:27][CH:26]=1, predict the reactants needed to synthesize it. The reactants are: [NH2:1][S:2]([C:5]1[S:6][C:7]([Cl:32])=[CH:8][C:9]=1[NH:10][C:11]([C:13]1[C:14](=[O:31])[N:15]([CH2:24][C:25]2[CH:30]=[CH:29][CH:28]=[CH:27][CH:26]=2)[C:16]2[C:21]([C:22]=1[OH:23])=[CH:20][CH:19]=[CH:18][CH:17]=2)=O)(=[O:4])=[O:3].NS(C1C=C(Br)C=CC=1NC(C1C(=O)N(CC2C=CC=CC=2)C2C(C=1O)=CC=CN=2)=O)(=O)=O.